From a dataset of Forward reaction prediction with 1.9M reactions from USPTO patents (1976-2016). Predict the product of the given reaction. (1) Given the reactants [Cl:1][C:2]1[CH:3]=[CH:4][C:5]([CH:11]=[O:12])=[C:6]([CH:10]=1)[C:7]([OH:9])=[O:8].[C:13]([O-])([O-])=O.[K+].[K+].CI.CCOCC, predict the reaction product. The product is: [CH3:13][O:8][C:7](=[O:9])[C:6]1[CH:10]=[C:2]([Cl:1])[CH:3]=[CH:4][C:5]=1[CH:11]=[O:12]. (2) Given the reactants [CH3:1][C:2]1[N:3]=[C:4]([NH2:7])[S:5][CH:6]=1.[Cl:8][C:9]1[CH:14]=[C:13]([S:15][C:16]2[CH:21]=[CH:20][CH:19]=[CH:18][N:17]=2)[CH:12]=[CH:11][N:10]=1.P([O-])([O-])([O-])=O.[K+].[K+].[K+].C1(P(C2C=CC=CC=2)C2C3OC4C(=CC=CC=4P(C4C=CC=CC=4)C4C=CC=CC=4)C(C)(C)C=3C=CC=2)C=CC=CC=1, predict the reaction product. The product is: [ClH:8].[CH3:1][C:2]1[N:3]=[C:4]([NH:7][C:9]2[CH:14]=[C:13]([S:15][C:16]3[CH:21]=[CH:20][CH:19]=[CH:18][N:17]=3)[CH:12]=[CH:11][N:10]=2)[S:5][CH:6]=1. (3) Given the reactants C(OC(N1CCC([O:14][C:15]2[C:24]3[C:19](=[CH:20][CH:21]=[CH:22][CH:23]=3)[C:18]([N+:25]([O-:27])=[O:26])=[CH:17][N:16]=2)CC1)=O)(C)(C)C.[C:28](O)([C:30](F)(F)F)=O.[OH-].[Na+], predict the reaction product. The product is: [N+:25]([C:18]1[C:19]2[C:24](=[CH:23][CH:22]=[CH:21][CH:20]=2)[C:15]([O:14][N:16]2[CH2:30][CH2:28][CH2:23][CH2:24][CH2:15]2)=[N:16][CH:17]=1)([O-:27])=[O:26]. (4) Given the reactants C(OC(=O)[NH:7][C:8]1[CH:13]=[C:12]([N:14]([CH3:16])[CH3:15])[C:11]([C:17]([F:20])([F:19])[F:18])=[CH:10][C:9]=1[NH2:21])(C)(C)C.C(O[C:28](=[O:50])[CH2:29][C:30]([C:32]1[CH:37]=[CH:36][CH:35]=[C:34]([C:38]2[CH:43]=[C:42]([CH3:44])[N:41]=[C:40]([NH:45][CH2:46][CH2:47][O:48][CH3:49])[N:39]=2)[CH:33]=1)=O)(C)(C)C, predict the reaction product. The product is: [CH3:15][N:14]([CH3:16])[C:12]1[C:11]([C:17]([F:18])([F:19])[F:20])=[CH:10][C:9]2[NH:21][C:28](=[O:50])[CH2:29][C:30]([C:32]3[CH:37]=[CH:36][CH:35]=[C:34]([C:38]4[CH:43]=[C:42]([CH3:44])[N:41]=[C:40]([NH:45][CH2:46][CH2:47][O:48][CH3:49])[N:39]=4)[CH:33]=3)=[N:7][C:8]=2[CH:13]=1. (5) Given the reactants [C:1]1([O:7][C:8](=[O:34])[N:9]([C:19]2[CH:24]=[C:23]([O:25][C:26]3[CH:31]=[CH:30][C:29]([NH2:32])=[C:28]([F:33])[CH:27]=3)[CH:22]=[CH:21][N:20]=2)[C:10]([O:12][C:13]2[CH:18]=[CH:17][CH:16]=[CH:15][CH:14]=2)=[O:11])[CH:6]=[CH:5][CH:4]=[CH:3][CH:2]=1.[F:35][C:36]1[CH:41]=[C:40]([F:42])[CH:39]=[CH:38][C:37]=1[NH:43][C:44]([C:46]1([C:49](O)=[O:50])[CH2:48][CH2:47]1)=[O:45].C(N(CC)CC)C.F[P-](F)(F)(F)(F)F.N1(O[P+](N(C)C)(N(C)C)N(C)C)C2C=CC=CC=2N=N1, predict the reaction product. The product is: [C:1]1([O:7][C:8](=[O:34])[N:9]([C:19]2[CH:24]=[C:23]([O:25][C:26]3[CH:31]=[CH:30][C:29]([NH:32][C:49]([C:46]4([C:44](=[O:45])[NH:43][C:37]5[CH:38]=[CH:39][C:40]([F:42])=[CH:41][C:36]=5[F:35])[CH2:48][CH2:47]4)=[O:50])=[C:28]([F:33])[CH:27]=3)[CH:22]=[CH:21][N:20]=2)[C:10]([O:12][C:13]2[CH:14]=[CH:15][CH:16]=[CH:17][CH:18]=2)=[O:11])[CH:2]=[CH:3][CH:4]=[CH:5][CH:6]=1. (6) Given the reactants [F:1][C:2]1[C:7](F)=[CH:6][CH:5]=[C:4]([N+:9]([O-:11])=[O:10])[C:3]=1[CH2:12][CH2:13][OH:14].[C:15]([NH2:19])([CH3:18])([CH3:17])[CH3:16].CS(C)=O.C1(C)C=CC=CC=1, predict the reaction product. The product is: [C:15]([NH:19][C:7]1[C:2]([F:1])=[C:3]([CH2:12][CH2:13][OH:14])[C:4]([N+:9]([O-:11])=[O:10])=[CH:5][CH:6]=1)([CH3:18])([CH3:17])[CH3:16]. (7) Given the reactants [CH3:1][O:2][C:3]1[C:8]([O:9][CH3:10])=[C:7]([O:11][CH3:12])[CH:6]=[C:5]([CH3:13])[C:4]=1[CH:14]([C:16]1[C:21]([C:22]([F:25])([F:24])[F:23])=[CH:20][N:19]=[C:18](Cl)[C:17]=1[Cl:27])[OH:15].C(N(CC)CC)C, predict the reaction product. The product is: [CH3:1][O:2][C:3]1[C:8]([O:9][CH3:10])=[C:7]([O:11][CH3:12])[CH:6]=[C:5]([CH3:13])[C:4]=1[CH:14]([C:16]1[C:21]([C:22]([F:25])([F:24])[F:23])=[CH:20][N:19]=[CH:18][C:17]=1[Cl:27])[OH:15]. (8) Given the reactants [N+](C1C=[C:6]([CH:9]=[CH:10]C=1)[CH:7]=[O:8])([O-])=O.[C:12]([OH:16])(=O)[CH2:13]C.N1CCCC[CH2:18]1, predict the reaction product. The product is: [CH:12]([O:16][C:7](=[O:8])[CH2:6][CH2:9][CH3:10])([CH3:13])[CH3:18].